Regression. Given a peptide amino acid sequence and an MHC pseudo amino acid sequence, predict their binding affinity value. This is MHC class I binding data. From a dataset of Peptide-MHC class I binding affinity with 185,985 pairs from IEDB/IMGT. (1) The peptide sequence is ISPRTLNAW. The MHC is HLA-B15:01 with pseudo-sequence HLA-B15:01. The binding affinity (normalized) is 0.192. (2) The peptide sequence is KRVDWSVEY. The MHC is HLA-B58:01 with pseudo-sequence HLA-B58:01. The binding affinity (normalized) is 0.0847.